Dataset: Full USPTO retrosynthesis dataset with 1.9M reactions from patents (1976-2016). Task: Predict the reactants needed to synthesize the given product. (1) Given the product [C:23]([O:22][C:20]([NH:19][C:16]([CH3:18])([CH3:17])[C:15]([NH:14][CH:10]([CH2:9][O:8][CH2:1][CH:2]1[CH2:3][CH2:4][CH2:5][CH2:6][CH2:7]1)[C:11]([OH:13])=[O:12])=[O:27])=[O:21])([CH3:26])([CH3:24])[CH3:25], predict the reactants needed to synthesize it. The reactants are: [CH2:1]([O:8][CH2:9][C@@H:10]([NH:14][C:15](=[O:27])[C:16]([NH:19][C:20]([O:22][C:23]([CH3:26])([CH3:25])[CH3:24])=[O:21])([CH3:18])[CH3:17])[C:11]([OH:13])=[O:12])[C:2]1[CH:7]=[CH:6][CH:5]=[CH:4][CH:3]=1. (2) The reactants are: [F:1][C:2]1[CH:3]=[C:4]2[C:9](=[N:10][CH:11]=1)[NH:8][C:7](=[O:12])[C:6]([C:13]#[N:14])=[C:5]2[N:15]1[CH2:20][CH2:19][N:18]([C:21]([C:23]2[O:24][CH:25]=[CH:26][CH:27]=2)=[O:22])[CH2:17][CH2:16]1.Br[CH2:29][C:30]([C:32]1[CH:37]=[CH:36][CH:35]=[CH:34][CH:33]=1)=[O:31]. Given the product [F:1][C:2]1[CH:3]=[C:4]2[C:9](=[N:10][CH:11]=1)[N:8]([CH2:29][C:30](=[O:31])[C:32]1[CH:37]=[CH:36][CH:35]=[CH:34][CH:33]=1)[C:7](=[O:12])[C:6]([C:13]#[N:14])=[C:5]2[N:15]1[CH2:20][CH2:19][N:18]([C:21]([C:23]2[O:24][CH:25]=[CH:26][CH:27]=2)=[O:22])[CH2:17][CH2:16]1, predict the reactants needed to synthesize it. (3) Given the product [CH3:1][NH:2][C:3](=[O:6])[CH2:4][NH:5][C:8]1[CH2:12][S:11][C:10](=[O:13])[N:9]=1, predict the reactants needed to synthesize it. The reactants are: [CH3:1][NH:2][C:3](=[O:6])[CH2:4][NH2:5].S=[C:8]1[CH2:12][S:11][C:10](=[O:13])[NH:9]1. (4) Given the product [Br:13][C:8]1[CH:7]=[C:6]([N+:9]([O-:11])=[O:10])[C:5]([CH3:12])=[CH:4][C:3]=1[O:2][CH3:1], predict the reactants needed to synthesize it. The reactants are: [CH3:1][O:2][C:3]1[CH:8]=[CH:7][C:6]([N+:9]([O-:11])=[O:10])=[C:5]([CH3:12])[CH:4]=1.[Br:13]N1C(=O)CCC1=O.